This data is from Reaction yield outcomes from USPTO patents with 853,638 reactions. The task is: Predict the reaction yield, written as a fraction of the theoretical maximum amount of product (1.0 means a 100% yield; for example, 0.34 means a 34% yield). (1) The reactants are [CH2:1]([N:3]([CH2:16][CH3:17])[CH2:4][CH2:5][CH2:6][O:7][C:8]1[CH:13]=[CH:12][C:11]([NH2:14])=[CH:10][C:9]=1[F:15])[CH3:2].[F:18][C:19]1[CH:27]=[CH:26][CH:25]=[C:24]2[C:20]=1[C:21](=[CH:29]O)[C:22](=[O:28])[NH:23]2. No catalyst specified. The product is [CH2:16]([N:3]([CH2:1][CH3:2])[CH2:4][CH2:5][CH2:6][O:7][C:8]1[CH:13]=[CH:12][C:11]([NH:14][CH:29]=[C:21]2[C:20]3[C:24](=[CH:25][CH:26]=[CH:27][C:19]=3[F:18])[NH:23][C:22]2=[O:28])=[CH:10][C:9]=1[F:15])[CH3:17]. The yield is 0.670. (2) The reactants are [O:1]1[CH2:6][CH2:5][NH:4][S:3](=[O:8])(=[O:7])[CH2:2]1.Br[C:10]1[CH:22]=[CH:21][C:13]([C:14]([O:16][C:17]([CH3:20])([CH3:19])[CH3:18])=[O:15])=[C:12]([Cl:23])[CH:11]=1.CC1(C)C2C(=C(P(C3C=CC=CC=3)C3C=CC=CC=3)C=CC=2)OC2C(P(C3C=CC=CC=3)C3C=CC=CC=3)=CC=CC1=2.C(=O)([O-])[O-].[Cs+].[Cs+]. The catalyst is O1CCOCC1.C([O-])(=O)C.[Pd+2].C([O-])(=O)C. The product is [Cl:23][C:12]1[CH:11]=[C:10]([N:4]2[CH2:5][CH2:6][O:1][CH2:2][S:3]2(=[O:8])=[O:7])[CH:22]=[CH:21][C:13]=1[C:14]([O:16][C:17]([CH3:20])([CH3:19])[CH3:18])=[O:15]. The yield is 0.760.